From a dataset of Full USPTO retrosynthesis dataset with 1.9M reactions from patents (1976-2016). Predict the reactants needed to synthesize the given product. (1) Given the product [CH2:11]1[CH2:10][O:9][C:8]23[O:13][CH2:14][CH2:1][O:2][C:3]2([C@:4]2([CH2:27][CH2:26][C@H:25]4[C@@H:15]([CH2:16][C@@H:17]5[O:28][C@@:18]65[C@:23]4([CH3:24])[CH2:22][CH2:21][CH2:20][CH2:19]6)[C@@H:6]2[CH2:7]3)[CH3:5])[O:12]1, predict the reactants needed to synthesize it. The reactants are: [CH2:1]1[CH2:14][O:13][C:8]23[O:9][CH2:10][CH2:11][O:12][C:3]2([C@:4]2([CH2:27][CH2:26][C@H:25]4[C@@H:15]([CH2:16][CH:17]=[C:18]5[C@:23]4([CH3:24])[CH2:22][CH2:21][CH2:20][CH2:19]5)[C@@H:6]2[CH2:7]3)[CH3:5])[O:2]1.[OH:28][C@H]1CC[C@@]2(C)[C@]3(O[C@H]3C[C@@H]3[C@@H]2CC[C@@]2(C)[C@H]3CCC2=O)C1. (2) Given the product [C:1]12([NH:11][CH2:12][C:14]3[CH:15]=[CH:16][C:17]([NH:20][C:21](=[O:23])[CH3:22])=[CH:18][CH:19]=3)[CH2:8][CH:7]3[CH2:6][CH:5]([CH2:4][CH:3]([CH2:9]3)[CH2:2]1)[CH2:10]2, predict the reactants needed to synthesize it. The reactants are: [C:1]12([NH2:11])[CH2:10][CH:5]3[CH2:6][CH:7]([CH2:9][CH:3]([CH2:4]3)[CH2:2]1)[CH2:8]2.[CH:12]([C:14]1[CH:19]=[CH:18][C:17]([NH:20][C:21](=[O:23])[CH3:22])=[CH:16][CH:15]=1)=O. (3) Given the product [CH3:66][O:65][CH:64]([O:67][CH3:68])[CH:42]1[S:41][C:45]([C:47]2[NH:48][C:49]3[C:54]([CH:55]=2)=[CH:53][C:52]([O:56][CH2:57][CH2:58][O:59][CH3:60])=[CH:51][C:50]=3[N+:61]([O-:63])=[O:62])=[N:44][CH2:43]1, predict the reactants needed to synthesize it. The reactants are: C1(P(=O)(C2C=CC=CC=2)C2C=CC=CC=2)C=CC=CC=1.FC(F)(F)C(OC(=O)C(F)(F)F)=O.C([S:41][CH:42]([CH:64]([O:67][CH3:68])[O:65][CH3:66])[CH2:43][NH:44][C:45]([C:47]1[NH:48][C:49]2[C:54]([CH:55]=1)=[CH:53][C:52]([O:56][CH2:57][CH2:58][O:59][CH3:60])=[CH:51][C:50]=2[N+:61]([O-:63])=[O:62])=O)C1C=CC=CC=1.C1(SC)C=CC=CC=1. (4) Given the product [CH3:53][O:54][C:55]1[CH:61]=[CH:60][C:58]([NH:59][C:35](=[O:36])[C:34]2[CH:38]=[CH:39][C:31]([C:22]3[C:23]4[C:18](=[CH:17][C:16]([O:15][CH3:14])=[C:25]5[O:26][C:27]([CH3:30])([CH3:29])[CH2:28][C:24]5=4)[CH2:19][C:20]([CH3:41])([CH3:40])[N:21]=3)=[CH:32][CH:33]=2)=[CH:57][CH:56]=1, predict the reactants needed to synthesize it. The reactants are: Cl.C(N=C=NCCCN(C)C)C.Cl.[CH3:14][O:15][C:16]1[CH:17]=[C:18]2[C:23](=[C:24]3[CH2:28][C:27]([CH3:30])([CH3:29])[O:26][C:25]=13)[C:22]([C:31]1[CH:39]=[CH:38][C:34]([C:35](O)=[O:36])=[CH:33][CH:32]=1)=[N:21][C:20]([CH3:41])([CH3:40])[CH2:19]2.O.ON1C2C=CC=CC=2N=N1.[CH3:53][O:54][C:55]1[CH:61]=[CH:60][C:58]([NH2:59])=[CH:57][CH:56]=1.